This data is from Catalyst prediction with 721,799 reactions and 888 catalyst types from USPTO. The task is: Predict which catalyst facilitates the given reaction. (1) Reactant: [Br:1][C:2]1[CH:3]=[C:4]2[C:9](=[CH:10][CH:11]=1)[N:8]=[CH:7][NH:6][C:5]2=O.CCN(C1C=CC=CC=1)CC.O=P(Cl)(Cl)[Cl:26]. Product: [Br:1][C:2]1[CH:3]=[C:4]2[C:9](=[CH:10][CH:11]=1)[N:8]=[CH:7][N:6]=[C:5]2[Cl:26]. The catalyst class is: 6. (2) Reactant: Cl[CH2:2][C:3]1[C:4]([O:18][CH3:19])=[N:5][N:6]([C:8]2[CH:9]=[N:10][C:11]([C:14]([F:17])([F:16])[F:15])=[N:12][CH:13]=2)[CH:7]=1.[K][N:21]1[C:29](=[O:30])[C:28]2[C:23](=[CH:24][CH:25]=[CH:26][CH:27]=2)[C:22]1=[O:31]. Product: [CH3:19][O:18][C:4]1[C:3]([CH2:2][N:21]2[C:29](=[O:30])[C:28]3[C:23](=[CH:24][CH:25]=[CH:26][CH:27]=3)[C:22]2=[O:31])=[CH:7][N:6]([C:8]2[CH:9]=[N:10][C:11]([C:14]([F:17])([F:16])[F:15])=[N:12][CH:13]=2)[N:5]=1. The catalyst class is: 9. (3) Reactant: [NH2:1][C:2]1[CH:7]=[CH:6][C:5]([B:8]2[O:16][C:13]([CH3:15])([CH3:14])[C:10]([CH3:12])([CH3:11])[O:9]2)=[CH:4][CH:3]=1.[C:17](=[O:20])(O)[O-].[Na+].C1(OC(Cl)=O)C=CC=CC=1.[CH3:32][N:33]1[CH:37]=[C:36]([CH2:38][NH2:39])[CH:35]=[N:34]1. Product: [CH3:32][N:33]1[CH:37]=[C:36]([CH2:38][NH:39][C:17](=[O:20])[NH:1][C:2]2[CH:7]=[CH:6][C:5]([B:8]3[O:16][C:13]([CH3:15])([CH3:14])[C:10]([CH3:11])([CH3:12])[O:9]3)=[CH:4][CH:3]=2)[CH:35]=[N:34]1. The catalyst class is: 1.